From a dataset of Reaction yield outcomes from USPTO patents with 853,638 reactions. Predict the reaction yield, written as a fraction of the theoretical maximum amount of product (1.0 means a 100% yield; for example, 0.34 means a 34% yield). (1) The reactants are [OH-].[K+].[CH2:3]([O:5][C:6]([C:8]1[NH:9][CH:10]=[C:11]([C:20]2[CH:25]=[CH:24][C:23]([F:26])=[CH:22][CH:21]=2)[C:12]=1[C:13]1[CH:18]=[CH:17][C:16]([F:19])=[CH:15][CH:14]=1)=[O:7])[CH3:4].[CH:27](I)([CH3:29])[CH3:28]. The catalyst is CS(C)=O. The product is [CH2:3]([O:5][C:6]([C:8]1[N:9]([CH:27]([CH3:29])[CH3:28])[CH:10]=[C:11]([C:20]2[CH:25]=[CH:24][C:23]([F:26])=[CH:22][CH:21]=2)[C:12]=1[C:13]1[CH:14]=[CH:15][C:16]([F:19])=[CH:17][CH:18]=1)=[O:7])[CH3:4]. The yield is 0.620. (2) The reactants are [NH2:1][C:2]1[CH:7]=[CH:6][C:5]([N+:8]([O-])=O)=[CH:4][C:3]=1[S:11]([NH2:14])(=[O:13])=[O:12]. The catalyst is O1CCCC1.CO.[Ni]. The product is [NH2:1][C:2]1[CH:7]=[CH:6][C:5]([NH2:8])=[CH:4][C:3]=1[S:11]([NH2:14])(=[O:12])=[O:13]. The yield is 0.838. (3) The reactants are [CH2:1]([N:4]1[CH2:10][CH2:9][CH2:8][NH:7][CH2:6][CH2:5]1)[CH:2]=[CH2:3].Cl[C:12]1[N:13]=[CH:14][C:15]([C:18]([NH:20][C:21]2[NH:22][N:23]=[C:24]([CH2:26][CH2:27][C:28]3[CH:33]=[C:32]([O:34][CH3:35])[CH:31]=[C:30]([O:36][CH3:37])[CH:29]=3)[CH:25]=2)=[O:19])=[N:16][CH:17]=1. The catalyst is CS(C)=O.CO. The product is [CH3:35][O:34][C:32]1[CH:33]=[C:28]([CH2:27][CH2:26][C:24]2[CH:25]=[C:21]([NH:20][C:18]([C:15]3[CH:14]=[N:13][C:12]([N:7]4[CH2:8][CH2:9][CH2:10][N:4]([CH2:1][CH:2]=[CH2:3])[CH2:5][CH2:6]4)=[CH:17][N:16]=3)=[O:19])[NH:22][N:23]=2)[CH:29]=[C:30]([O:36][CH3:37])[CH:31]=1. The yield is 0.690. (4) The reactants are Cl[C:2]1[C:3]2[CH:10]=[CH:9][S:8][C:4]=2[N:5]=[CH:6][N:7]=1.[OH:11][CH:12]1[CH2:17][CH2:16][NH:15][CH2:14][CH2:13]1. The catalyst is C(O)(C)C. The product is [N:5]1[C:4]2[S:8][CH:9]=[CH:10][C:3]=2[C:2]([N:15]2[CH2:16][CH2:17][CH:12]([OH:11])[CH2:13][CH2:14]2)=[N:7][CH:6]=1. The yield is 0.580. (5) The reactants are COC1C=C(OC)C=CC=1C[N:6]1[C:9](=[O:10])[C@@H:8]([NH:11][C:12](=[O:21])[O:13][CH2:14][C:15]2[CH:20]=[CH:19][CH:18]=[CH:17][CH:16]=2)[C@H:7]1[CH2:22][N:23]1C(C)=N[NH:25][NH:24]1.OP([O-])([O-])=O.[K+].[K+].[C:42](#[N:44])[CH3:43].O. The product is [CH3:43][C:42]1[N:25]=[N:24][N:23]([CH2:22][C@@H:7]2[C@H:8]([NH:11][C:12](=[O:21])[O:13][CH2:14][C:15]3[CH:16]=[CH:17][CH:18]=[CH:19][CH:20]=3)[C:9](=[O:10])[NH:6]2)[N:44]=1. The yield is 0.810. No catalyst specified. (6) The reactants are [CH3:1][O:2][C:3]1[CH:8]=[CH:7][CH:6]=[C:5]([OH:9])[C:4]=1[OH:10].C1C(=O)N([Br:18])C(=O)C1. The catalyst is CC#N. The product is [Br:18][C:6]1[CH:7]=[CH:8][C:3]([O:2][CH3:1])=[C:4]([OH:10])[C:5]=1[OH:9]. The yield is 0.760. (7) The reactants are [C:1]([C:5]1[CH:6]=[C:7]2[C:12](=[C:13]([F:15])[CH:14]=1)[C:11](=[O:16])[N:10]([C:17]1[N:24]=[CH:23][CH:22]=[C:21]([C:25]3[CH:30]=[C:29]([NH:31][C:32]4[CH:45]=[C:35]5[CH2:36][N:37]([C:40](=[O:44])[CH:41]([CH3:43])[CH3:42])[CH2:38][CH2:39][N:34]5[N:33]=4)[C:28](=[O:46])[N:27]([CH3:47])[CH:26]=3)[C:18]=1[CH:19]=[O:20])[N:9]=[CH:8]2)([CH3:4])([CH3:3])[CH3:2].[BH4-].[Na+]. The catalyst is ClCCl.CO. The product is [C:1]([C:5]1[CH:6]=[C:7]2[C:12](=[C:13]([F:15])[CH:14]=1)[C:11](=[O:16])[N:10]([C:17]1[C:18]([CH2:19][OH:20])=[C:21]([C:25]3[CH:30]=[C:29]([NH:31][C:32]4[CH:45]=[C:35]5[CH2:36][N:37]([C:40](=[O:44])[CH:41]([CH3:42])[CH3:43])[CH2:38][CH2:39][N:34]5[N:33]=4)[C:28](=[O:46])[N:27]([CH3:47])[CH:26]=3)[CH:22]=[CH:23][N:24]=1)[N:9]=[CH:8]2)([CH3:3])([CH3:4])[CH3:2]. The yield is 0.440. (8) The reactants are O[C:2]1[CH:10]=[C:9]2[C:5]([C:6]([C:17]3[CH:26]=[CH:25][C:24]4[C:19](=[CH:20][CH:21]=[CH:22][CH:23]=4)[CH:18]=3)=[N:7][N:8]2[CH:11]2[CH2:16][CH2:15][CH2:14][CH2:13][O:12]2)=[CH:4][C:3]=1[C:27]#[N:28].C1(P(C2C=CC=CC=2)C2C=CC=CC=2)C=CC=CC=1.[CH3:48][N:49]1[CH2:53][CH2:52][CH2:51][C@@H:50]1[CH2:54][OH:55].CC(OC(/N=N/C(OC(C)C)=O)=O)C. The catalyst is C1COCC1. The product is [CH3:48][N:49]1[CH2:53][CH2:52][CH2:51][C@@H:50]1[CH2:54][O:55][C:22]1[CH:23]=[C:24]2[C:19](=[CH:20][CH:21]=1)[CH:18]=[C:17]([C:6]1[C:5]3[C:9](=[CH:10][CH:2]=[C:3]([C:27]#[N:28])[CH:4]=3)[N:8]([CH:11]3[CH2:16][CH2:15][CH2:14][CH2:13][O:12]3)[N:7]=1)[CH:26]=[CH:25]2. The yield is 0.520. (9) The reactants are [Cl:1][C:2]1[CH:7]=[C:6](/[CH:8]=[CH:9]/[CH:10]([C:15]2[CH:20]=[C:19]([Cl:21])[CH:18]=[C:17]([Cl:22])[CH:16]=2)[C:11]([F:14])([F:13])[F:12])[CH:5]=[CH:4][C:3]=1[CH2:23][NH2:24].C1C=CC2N([OH:34])N=NC=2C=1.CCN=C=NC[CH2:41][CH2:42]N(C)C.Cl.CCN(C(C)C)C(C)C. The catalyst is CN(C=O)C.O. The product is [Cl:1][C:2]1[CH:7]=[C:6](/[CH:8]=[CH:9]/[CH:10]([C:15]2[CH:16]=[C:17]([Cl:22])[CH:18]=[C:19]([Cl:21])[CH:20]=2)[C:11]([F:13])([F:14])[F:12])[CH:5]=[CH:4][C:3]=1[CH2:23][NH:24][C:41](=[O:34])[CH3:42]. The yield is 0.600.